From a dataset of Reaction yield outcomes from USPTO patents with 853,638 reactions. Predict the reaction yield, written as a fraction of the theoretical maximum amount of product (1.0 means a 100% yield; for example, 0.34 means a 34% yield). (1) The reactants are [Cl:1][C:2]1[CH:3]=[C:4]2[CH:10]=[CH:9][N:8]([C:11]3[N:15]([CH3:16])[N:14]=[C:13]([CH3:17])[C:12]=3/[CH:18]=[CH:19]/[C:20](O)=[O:21])[C:5]2=[N:6][CH:7]=1.CC1C=CC=C([N+]([O-])=O)C=1C(OC(=O)C1C([N+]([O-])=O)=CC=CC=1C)=O.[CH:48]1([CH2:51][NH:52][S:53]([NH2:56])(=[O:55])=[O:54])[CH2:50][CH2:49]1.C(N(CC)CC)C. The catalyst is CN(C)C1C=CN=CC=1.C(#N)C. The product is [Cl:1][C:2]1[CH:3]=[C:4]2[CH:10]=[CH:9][N:8]([C:11]3[N:15]([CH3:16])[N:14]=[C:13]([CH3:17])[C:12]=3/[CH:18]=[CH:19]/[C:20]([NH:56][S:53]([NH:52][CH2:51][CH:48]3[CH2:50][CH2:49]3)(=[O:55])=[O:54])=[O:21])[C:5]2=[N:6][CH:7]=1. The yield is 0.530. (2) The catalyst is O.CO. The product is [CH2:2]1[C:3]2([CH2:7][CH2:6][CH2:5][CH2:4]2)[CH2:8][N:9]=[N:1]1. The yield is 0.900. The reactants are [NH2:1][CH2:2][C:3]1([CH2:8][NH2:9])[CH2:7][CH2:6][CH2:5][CH2:4]1.OO.[O-]Cl.[Na+]. (3) The reactants are [CH:1]1([CH2:4][N:5]2[C:13]3[CH:12]=[C:11]([NH:14][C:15](=[O:21])OC(C)(C)C)[N:10]=[CH:9][C:8]=3[CH:7]=[CH:6]2)[CH2:3][CH2:2]1.N1C=CC=CC=1.ClC([C:31]1[CH:40]=[CH:39][C:34]([C:35]([O:37][CH3:38])=[O:36])=[CH:33][CH:32]=1)=O. The catalyst is Cl.O1CCOCC1. The product is [CH:1]1([CH2:4][N:5]2[C:13]3[CH:12]=[C:11]([NH:14][C:15]([C:31]4[CH:40]=[CH:39][C:34]([C:35]([O:37][CH3:38])=[O:36])=[CH:33][CH:32]=4)=[O:21])[N:10]=[CH:9][C:8]=3[CH:7]=[CH:6]2)[CH2:2][CH2:3]1. The yield is 0.850. (4) The yield is 0.160. The reactants are [NH2:1][C:2]1[CH:3]=[C:4]([C:8]2[C:13]([NH:14][C:15]3[CH:20]=[CH:19][CH:18]=[C:17]([F:21])[CH:16]=3)=[CH:12][N:11]=[C:10]([Cl:22])[N:9]=2)[CH:5]=[CH:6][CH:7]=1.[C:23](Cl)(=[O:26])[CH:24]=[CH2:25].C(N(CC)CC)C. No catalyst specified. The product is [Cl:22][C:10]1[N:9]=[C:8]([C:4]2[CH:3]=[C:2]([NH:1][C:23](=[O:26])[CH:24]=[CH2:25])[CH:7]=[CH:6][CH:5]=2)[C:13]([NH:14][C:15]2[CH:20]=[CH:19][CH:18]=[C:17]([F:21])[CH:16]=2)=[CH:12][N:11]=1. (5) The reactants are [CH2:1]([O:3][C:4](=[O:17])[C:5](=O)[CH2:6][C:7]([C:9]1[CH:14]=[CH:13][C:12]([CH3:15])=[CH:11][N:10]=1)=O)[CH3:2].[NH:18]([C:20]1[N:21]=[N:22][C:23]([CH3:26])=[CH:24][CH:25]=1)[NH2:19].Cl.C(=O)([O-])O.[Na+]. The catalyst is C(O)C.C(Cl)(Cl)Cl.C(O)(=O)C. The product is [CH2:1]([O:3][C:4]([C:5]1[CH:6]=[C:7]([C:9]2[CH:14]=[CH:13][C:12]([CH3:15])=[CH:11][N:10]=2)[N:18]([C:20]2[N:21]=[N:22][C:23]([CH3:26])=[CH:24][CH:25]=2)[N:19]=1)=[O:17])[CH3:2]. The yield is 0.230. (6) The reactants are [C:1]1([C:7]([OH:9])=[O:8])([C:4](O)=[O:5])[CH2:3][CH2:2]1.[CH3:10][NH:11][C:12]1[CH:17]=[CH:16][CH:15]=[CH:14][CH:13]=1. The catalyst is C1COCC1.CCOC(C)=O. The product is [CH3:10][N:11]([C:12]1[CH:17]=[CH:16][CH:15]=[CH:14][CH:13]=1)[C:4]([C:1]1([C:7]([OH:9])=[O:8])[CH2:3][CH2:2]1)=[O:5]. The yield is 0.490. (7) The reactants are [OH:1][C@H:2]1[CH2:7][CH2:6][CH2:5][CH2:4][C@@H:3]1[O:8][C:9]1[CH:14]=[CH:13][C:12]([N:15]2[C:20](=[O:21])[C:19]([CH2:22][C:23]3[CH:28]=[CH:27][C:26]([C:29]4[CH:34]=[CH:33][CH:32]=[CH:31][C:30]=4[C:35]4[NH:39][C:38](=[O:40])[O:37][N:36]=4)=[CH:25][CH:24]=3)=[C:18]([CH2:41][CH2:42][CH3:43])[N:17]=[C:16]2[CH3:44])=[CH:11][CH:10]=1.CC(OI1(OC(C)=O)(OC(C)=O)OC(=O)C2C1=CC=CC=2)=O.C(OCC)(=O)C.S([O-])([O-])(=O)=S.[Na+].[Na+]. The catalyst is C(Cl)Cl.O. The product is [CH3:44][C:16]1[N:15]([C:12]2[CH:11]=[CH:10][C:9]([O:8][CH:3]3[CH2:4][CH2:5][CH2:6][CH2:7][C:2]3=[O:1])=[CH:14][CH:13]=2)[C:20](=[O:21])[C:19]([CH2:22][C:23]2[CH:28]=[CH:27][C:26]([C:29]3[CH:34]=[CH:33][CH:32]=[CH:31][C:30]=3[C:35]3[NH:39][C:38](=[O:40])[O:37][N:36]=3)=[CH:25][CH:24]=2)=[C:18]([CH2:41][CH2:42][CH3:43])[N:17]=1. The yield is 0.900. (8) The reactants are [F:1][C:2]1[CH:7]=[CH:6][CH:5]=[CH:4][C:3]=1[N:8]1[CH2:13][CH2:12][C:11](=O)[CH2:10][CH2:9]1.[NH2:15][C@H:16]([CH3:33])[C@:17]([C:25]1[CH:30]=[CH:29][C:28]([F:31])=[CH:27][C:26]=1[F:32])([OH:24])[CH2:18][N:19]1[CH:23]=[N:22][CH:21]=[N:20]1.C([BH3-])#N.[Na+]. The catalyst is C(O)C.CC(C)[O-].[Ti+4].CC(C)[O-].CC(C)[O-].CC(C)[O-]. The product is [F:32][C:26]1[CH:27]=[C:28]([F:31])[CH:29]=[CH:30][C:25]=1[C@:17]([OH:24])([C@H:16]([NH:15][CH:11]1[CH2:12][CH2:13][N:8]([C:3]2[CH:4]=[CH:5][CH:6]=[CH:7][C:2]=2[F:1])[CH2:9][CH2:10]1)[CH3:33])[CH2:18][N:19]1[CH:23]=[N:22][CH:21]=[N:20]1. The yield is 0.440. (9) The reactants are [Cl:1][C:2]1[CH:3]=[CH:4][C:5]2[S:9][C:8]([SH:10])=[N:7][C:6]=2[CH:11]=1.[C:12](=O)([O-])[O-].[K+].[K+].CI.CCOC(C)=O. The catalyst is CN(C=O)C. The product is [Cl:1][C:2]1[CH:3]=[CH:4][C:5]2[S:9][C:8]([S:10][CH3:12])=[N:7][C:6]=2[CH:11]=1. The yield is 0.960.